Dataset: NCI-60 drug combinations with 297,098 pairs across 59 cell lines. Task: Regression. Given two drug SMILES strings and cell line genomic features, predict the synergy score measuring deviation from expected non-interaction effect. (1) Drug 1: CC12CCC(CC1=CCC3C2CCC4(C3CC=C4C5=CN=CC=C5)C)O. Synergy scores: CSS=16.6, Synergy_ZIP=1.95, Synergy_Bliss=8.33, Synergy_Loewe=7.38, Synergy_HSA=7.39. Cell line: NCIH23. Drug 2: C1=CC=C(C(=C1)C(C2=CC=C(C=C2)Cl)C(Cl)Cl)Cl. (2) Drug 1: CN(C)N=NC1=C(NC=N1)C(=O)N. Drug 2: COC1=C2C(=CC3=C1OC=C3)C=CC(=O)O2. Cell line: HCC-2998. Synergy scores: CSS=0.586, Synergy_ZIP=1.40, Synergy_Bliss=4.78, Synergy_Loewe=1.50, Synergy_HSA=1.81. (3) Drug 1: C1CCC(CC1)NC(=O)N(CCCl)N=O. Drug 2: COCCOC1=C(C=C2C(=C1)C(=NC=N2)NC3=CC=CC(=C3)C#C)OCCOC.Cl. Cell line: SF-539. Synergy scores: CSS=20.2, Synergy_ZIP=-5.36, Synergy_Bliss=1.85, Synergy_Loewe=0.638, Synergy_HSA=1.77. (4) Drug 1: C1C(C(OC1N2C=C(C(=O)NC2=O)F)CO)O. Drug 2: CCC1(CC2CC(C3=C(CCN(C2)C1)C4=CC=CC=C4N3)(C5=C(C=C6C(=C5)C78CCN9C7C(C=CC9)(C(C(C8N6C)(C(=O)OC)O)OC(=O)C)CC)OC)C(=O)OC)O.OS(=O)(=O)O. Cell line: TK-10. Synergy scores: CSS=11.8, Synergy_ZIP=-1.77, Synergy_Bliss=-1.26, Synergy_Loewe=-5.59, Synergy_HSA=-2.20. (5) Drug 1: C1CC(C1)(C(=O)O)C(=O)O.[NH2-].[NH2-].[Pt+2]. Drug 2: CC1=C(C=C(C=C1)C(=O)NC2=CC(=CC(=C2)C(F)(F)F)N3C=C(N=C3)C)NC4=NC=CC(=N4)C5=CN=CC=C5. Cell line: ACHN. Synergy scores: CSS=13.3, Synergy_ZIP=-3.94, Synergy_Bliss=-2.28, Synergy_Loewe=-5.96, Synergy_HSA=-2.69. (6) Drug 1: CN(C)N=NC1=C(NC=N1)C(=O)N. Drug 2: C1=NC2=C(N1)C(=S)N=CN2. Cell line: NCI-H226. Synergy scores: CSS=2.06, Synergy_ZIP=-6.47, Synergy_Bliss=-10.5, Synergy_Loewe=-35.1, Synergy_HSA=-12.3. (7) Drug 1: C1=CC=C(C=C1)NC(=O)CCCCCCC(=O)NO. Drug 2: CN(CC1=CN=C2C(=N1)C(=NC(=N2)N)N)C3=CC=C(C=C3)C(=O)NC(CCC(=O)O)C(=O)O. Cell line: HL-60(TB). Synergy scores: CSS=67.9, Synergy_ZIP=1.58, Synergy_Bliss=-3.12, Synergy_Loewe=-17.5, Synergy_HSA=2.19. (8) Drug 1: CC1C(C(=O)NC(C(=O)N2CCCC2C(=O)N(CC(=O)N(C(C(=O)O1)C(C)C)C)C)C(C)C)NC(=O)C3=C4C(=C(C=C3)C)OC5=C(C(=O)C(=C(C5=N4)C(=O)NC6C(OC(=O)C(N(C(=O)CN(C(=O)C7CCCN7C(=O)C(NC6=O)C(C)C)C)C)C(C)C)C)N)C. Synergy scores: CSS=41.3, Synergy_ZIP=-10.4, Synergy_Bliss=-3.52, Synergy_Loewe=-3.02, Synergy_HSA=-2.19. Cell line: ACHN. Drug 2: C1=NC2=C(N1)C(=S)N=CN2. (9) Drug 2: COCCOC1=C(C=C2C(=C1)C(=NC=N2)NC3=CC=CC(=C3)C#C)OCCOC.Cl. Cell line: CCRF-CEM. Drug 1: C1CCC(C(C1)N)N.C(=O)(C(=O)[O-])[O-].[Pt+4]. Synergy scores: CSS=59.5, Synergy_ZIP=-4.21, Synergy_Bliss=-5.98, Synergy_Loewe=-14.1, Synergy_HSA=-3.46. (10) Drug 1: CN1C(=O)N2C=NC(=C2N=N1)C(=O)N. Drug 2: C1CN1C2=NC(=NC(=N2)N3CC3)N4CC4. Cell line: SK-MEL-2. Synergy scores: CSS=12.3, Synergy_ZIP=-2.44, Synergy_Bliss=2.23, Synergy_Loewe=-8.93, Synergy_HSA=-3.22.